From a dataset of Full USPTO retrosynthesis dataset with 1.9M reactions from patents (1976-2016). Predict the reactants needed to synthesize the given product. (1) Given the product [Br:6][C:7]1[C:15]2[S:14][C:13]([CH2:16][OH:17])=[C:12]([CH3:19])[C:11]=2[CH:10]=[CH:9][CH:8]=1, predict the reactants needed to synthesize it. The reactants are: C1COCC1.[Br:6][C:7]1[C:15]2[S:14][C:13]([C:16](O)=[O:17])=[C:12]([CH3:19])[C:11]=2[CH:10]=[CH:9][CH:8]=1. (2) Given the product [BrH:28].[CH:32]1([C:30]([CH:29]([N:6]2[CH2:7][CH2:8][CH:9]3[S:1][C:2](=[O:10])[CH:3]=[C:4]3[CH2:5]2)[C:35]2[CH:40]=[CH:39][CH:38]=[CH:37][C:36]=2[F:41])=[O:31])[CH2:34][CH2:33]1, predict the reactants needed to synthesize it. The reactants are: [S:1]1[CH:9]2[C:4]([CH2:5][NH:6][CH2:7][CH2:8]2)=[CH:3][C:2]1=[O:10].CC1C=CC(S(O)(=O)=O)=CC=1.C(=O)([O-])[O-].[K+].[K+].[Br:28][CH:29]([C:35]1[CH:40]=[CH:39][CH:38]=[CH:37][C:36]=1[F:41])[C:30]([CH:32]1[CH2:34][CH2:33]1)=[O:31]. (3) Given the product [C:13]([C:7]1[C:6]2[C:10](=[CH:11][CH:12]=[C:4]([CH2:3][CH2:2][Cl:1])[CH:5]=2)[NH:9][CH:8]=1)#[N:16], predict the reactants needed to synthesize it. The reactants are: [Cl:1][CH2:2][CH2:3][C:4]1[CH:5]=[C:6]2[C:10](=[CH:11][CH:12]=1)[NH:9][CH:8]=[C:7]2[CH:13]=O.Cl.[NH2:16]O.S([O-])([O-])(=O)=O.[Mg+2].O.C1(C)C=CC(S(O)(=O)=O)=CC=1. (4) Given the product [C:28]([C:27]1[N:14]2[CH2:15][C@H:9]([C:3]3[CH:4]=[CH:5][CH:6]=[C:7]([F:8])[C:2]=3[F:1])[CH2:10][CH2:11][C@@H:12]([NH:17][C:18](=[O:24])[O:19][C:20]([CH3:23])([CH3:22])[CH3:21])[C:13]2=[N:25][CH:26]=1)([CH3:31])([CH3:30])[CH3:29], predict the reactants needed to synthesize it. The reactants are: [F:1][C:2]1[C:7]([F:8])=[CH:6][CH:5]=[CH:4][C:3]=1[C@H:9]1[CH2:15][NH:14][C:13](=S)[C@H:12]([NH:17][C:18](=[O:24])[O:19][C:20]([CH3:23])([CH3:22])[CH3:21])[CH2:11][CH2:10]1.[NH2:25][CH2:26][C:27](=O)[C:28]([CH3:31])([CH3:30])[CH3:29].C(N(CC)CC)C. (5) Given the product [CH2:24]([C:6]1[C:5]([OH:4])=[C:10]([C:11]#[N:12])[CH:9]=[CH:8][C:7]=1[NH:13][C:14](=[O:19])[C:15]([CH3:16])([CH3:17])[CH3:18])[CH:23]=[CH2:22], predict the reactants needed to synthesize it. The reactants are: C([O:4][C:5]1[CH:6]=[C:7]([NH:13][C:14](=[O:19])[C:15]([CH3:18])([CH3:17])[CH3:16])[CH:8]=[CH:9][C:10]=1[C:11]#[N:12])C=C.CN1C(=O)[CH2:24][CH2:23][CH2:22]1.